This data is from Full USPTO retrosynthesis dataset with 1.9M reactions from patents (1976-2016). The task is: Predict the reactants needed to synthesize the given product. (1) Given the product [CH3:17][N:16]([CH2:15][C:12]1[CH:13]=[CH:14][C:9]2[O:8][C:7]([CH3:19])=[C:6]([CH2:5][C:4]([NH2:21])=[O:3])[C:10]=2[CH:11]=1)[CH3:18], predict the reactants needed to synthesize it. The reactants are: C([O:3][C:4](=O)[CH2:5][C:6]1[C:10]2[CH:11]=[C:12]([CH2:15][N:16]([CH3:18])[CH3:17])[CH:13]=[CH:14][C:9]=2[O:8][C:7]=1[CH3:19])C.[NH3:21]. (2) Given the product [N+:1]([C:4]1[CH:11]=[CH:10][C:24]([C:23]([OH:20])=[O:25])=[C:6]([CH2:12][O:13][C:14]2[CH:19]=[CH:18][CH:17]=[CH:16][CH:15]=2)[CH:5]=1)([O-:3])=[O:2], predict the reactants needed to synthesize it. The reactants are: [N+:1]([C:4]1[CH:11]=[CH:10]C(C#N)=[C:6]([CH2:12][O:13][C:14]2[CH:19]=[CH:18][CH:17]=[CH:16][CH:15]=2)[CH:5]=1)([O-:3])=[O:2].[OH-:20].[K+].Cl.[CH2:23]([OH:25])[CH3:24]. (3) Given the product [NH2:1][C:2]1[C:10]([Cl:11])=[C:9]([CH:12]2[O:13][CH2:14][CH2:15][O:16]2)[C:8]([C:17]([F:20])([F:19])[F:18])=[CH:7][C:3]=1[C:4]([NH:26][CH2:27][C:28]1[CH:33]=[C:32]([Cl:34])[CH:31]=[CH:30][C:29]=1[S:35]([CH2:38][CH3:39])(=[O:37])=[O:36])=[O:6], predict the reactants needed to synthesize it. The reactants are: [NH2:1][C:2]1[C:10]([Cl:11])=[C:9]([CH:12]2[O:16][CH2:15][CH2:14][O:13]2)[C:8]([C:17]([F:20])([F:19])[F:18])=[CH:7][C:3]=1[C:4]([OH:6])=O.NC1C(Cl)=C(C=O)C(C(F)(F)F)=CC=1C([NH:26][CH2:27][C:28]1[CH:33]=[C:32]([Cl:34])[CH:31]=[CH:30][C:29]=1[S:35]([CH2:38][CH3:39])(=[O:37])=[O:36])=O. (4) Given the product [C:1]([O:9][CH:10]([C@@H:12]1[CH2:16][C@@H:15]([N:27]=[N+:28]=[N-:29])[CH:14]([O:25][CH3:26])[O:13]1)[CH3:11])(=[O:8])[C:2]1[CH:7]=[CH:6][CH:5]=[CH:4][CH:3]=1, predict the reactants needed to synthesize it. The reactants are: [C:1]([O:9][CH:10]([C@@H:12]1[CH2:16][C@H:15](OS(C(F)(F)F)(=O)=O)[CH:14]([O:25][CH3:26])[O:13]1)[CH3:11])(=[O:8])[C:2]1[CH:7]=[CH:6][CH:5]=[CH:4][CH:3]=1.[N-:27]=[N+:28]=[N-:29].[Na+]. (5) Given the product [C:1]([O:5][C:6](=[O:35])[N:7]([C:16]1[S:17][C@:18]2([CH:33]=[O:34])[C@H:20]([C@:21]([C:25]3[CH:30]=[CH:29][CH:28]=[C:27]([F:31])[C:26]=3[F:32])([CH2:23][F:24])[N:22]=1)[CH2:19]2)[CH2:8][O:9][CH2:10][CH2:11][Si:12]([CH3:15])([CH3:13])[CH3:14])([CH3:4])([CH3:2])[CH3:3], predict the reactants needed to synthesize it. The reactants are: [C:1]([O:5][C:6](=[O:35])[N:7]([C:16]1[S:17][C@:18]2([CH2:33][OH:34])[C@H:20]([C@:21]([C:25]3[CH:30]=[CH:29][CH:28]=[C:27]([F:31])[C:26]=3[F:32])([CH2:23][F:24])[N:22]=1)[CH2:19]2)[CH2:8][O:9][CH2:10][CH2:11][Si:12]([CH3:15])([CH3:14])[CH3:13])([CH3:4])([CH3:3])[CH3:2]. (6) Given the product [Br:1][C:2]1[CH:7]=[CH:6][N:5]2[C:8](=[O:11])[N:9]([CH2:22][O:23][CH3:24])[N:10]=[C:4]2[C:3]=1[I:12], predict the reactants needed to synthesize it. The reactants are: [Br:1][C:2]1[CH:7]=[CH:6][N:5]2[C:8](=[O:11])[NH:9][N:10]=[C:4]2[C:3]=1[I:12].C(N(CC)C(C)C)(C)C.[CH3:22][O:23][CH2:24]Cl.